From a dataset of NCI-60 drug combinations with 297,098 pairs across 59 cell lines. Regression. Given two drug SMILES strings and cell line genomic features, predict the synergy score measuring deviation from expected non-interaction effect. (1) Drug 1: CN1CCC(CC1)COC2=C(C=C3C(=C2)N=CN=C3NC4=C(C=C(C=C4)Br)F)OC. Drug 2: C1CN(P(=O)(OC1)NCCCl)CCCl. Cell line: OVCAR-4. Synergy scores: CSS=8.12, Synergy_ZIP=-2.86, Synergy_Bliss=-1.65, Synergy_Loewe=-7.92, Synergy_HSA=-1.03. (2) Drug 1: CN(C)C1=NC(=NC(=N1)N(C)C)N(C)C. Drug 2: CC1=C(C(=O)C2=C(C1=O)N3CC4C(C3(C2COC(=O)N)OC)N4)N. Cell line: U251. Synergy scores: CSS=28.9, Synergy_ZIP=2.26, Synergy_Bliss=3.40, Synergy_Loewe=-22.8, Synergy_HSA=1.47. (3) Drug 1: CC(C1=C(C=CC(=C1Cl)F)Cl)OC2=C(N=CC(=C2)C3=CN(N=C3)C4CCNCC4)N. Drug 2: CC1CCC2CC(C(=CC=CC=CC(CC(C(=O)C(C(C(=CC(C(=O)CC(OC(=O)C3CCCCN3C(=O)C(=O)C1(O2)O)C(C)CC4CCC(C(C4)OC)OCCO)C)C)O)OC)C)C)C)OC. Cell line: M14. Synergy scores: CSS=7.33, Synergy_ZIP=-0.850, Synergy_Bliss=3.17, Synergy_Loewe=-6.33, Synergy_HSA=-0.163.